Predict which catalyst facilitates the given reaction. From a dataset of Catalyst prediction with 721,799 reactions and 888 catalyst types from USPTO. (1) The catalyst class is: 13. Reactant: C(=O)([O-])[O-].[K+].[K+].[CH3:7][N:8]=[C:9]=[O:10].[CH2:11]([C:13]1[NH:17][N:16]=[C:15]([O:18][C:19]2[CH:24]=[CH:23][C:22]([N+:25]([O-:27])=[O:26])=[CH:21][C:20]=2[C:28]([F:31])([F:30])[F:29])[CH:14]=1)[CH3:12].Cl. Product: [CH3:7][NH:8][C:9]([N:17]1[C:13]([CH2:11][CH3:12])=[CH:14][C:15]([O:18][C:19]2[CH:24]=[CH:23][C:22]([N+:25]([O-:27])=[O:26])=[CH:21][C:20]=2[C:28]([F:29])([F:30])[F:31])=[N:16]1)=[O:10]. (2) Reactant: Cl[CH2:2][CH2:3][N:4]1[C:12]2[C:7](=[CH:8][CH:9]=[CH:10][CH:11]=2)[CH2:6][CH2:5]1.[NH:13]1[CH2:18][CH2:17][O:16][CH:15]([CH2:19][OH:20])[CH2:14]1.C(N(CC)CC)C. Product: [N:4]1([CH2:3][CH2:2][N:13]2[CH2:18][CH2:17][O:16][C@H:15]([CH2:19][OH:20])[CH2:14]2)[C:12]2[C:7](=[CH:8][CH:9]=[CH:10][CH:11]=2)[CH2:6][CH2:5]1. The catalyst class is: 10. (3) Reactant: [OH:1][C:2]1[N:6]([C:7]2[CH:12]=[CH:11][C:10]([C:13](=[O:20])[NH:14][CH2:15][CH2:16][CH2:17][O:18][CH3:19])=[CH:9][N:8]=2)[N:5]=[CH:4][C:3]=1[C:21]([O:23][CH2:24][CH3:25])=[O:22].CO.[Si](C=[N+]=[N-])(C)(C)[CH3:29].C(O)(=O)C. Product: [CH3:29][O:1][C:2]1[N:6]([C:7]2[CH:12]=[CH:11][C:10]([C:13](=[O:20])[NH:14][CH2:15][CH2:16][CH2:17][O:18][CH3:19])=[CH:9][N:8]=2)[N:5]=[CH:4][C:3]=1[C:21]([O:23][CH2:24][CH3:25])=[O:22]. The catalyst class is: 2. (4) Reactant: [S:1]1[CH:5]=[CH:4][C:3]([C:6]2[CH:7]=[N:8][C:9]([NH:12][C:13]3[CH:18]=[CH:17][C:16]([NH2:19])=[CH:15][CH:14]=3)=[N:10][CH:11]=2)=[CH:2]1.C(N(CC)CC)C.CN([P+](ON1N=NC2C=CC=CC1=2)(N(C)C)N(C)C)C.F[P-](F)(F)(F)(F)F.[CH3:54][N:55]1[CH2:60][CH2:59][N:58]([CH2:61][C:62]2[CH:70]=[CH:69][C:65]([C:66](O)=[O:67])=[CH:64][CH:63]=2)[CH2:57][CH2:56]1. Product: [CH3:54][N:55]1[CH2:60][CH2:59][N:58]([CH2:61][C:62]2[CH:70]=[CH:69][C:65]([C:66]([NH:19][C:16]3[CH:17]=[CH:18][C:13]([NH:12][C:9]4[N:10]=[CH:11][C:6]([C:3]5[CH:4]=[CH:5][S:1][CH:2]=5)=[CH:7][N:8]=4)=[CH:14][CH:15]=3)=[O:67])=[CH:64][CH:63]=2)[CH2:57][CH2:56]1. The catalyst class is: 9. (5) Reactant: [Cl:1]N1C(=O)CCC1=O.OCCOCN1C=C(C=C)C(=O)NC1=O.[N-]=[N+]=[N-].[Na+].[OH:28][CH2:29][CH2:30][O:31][CH2:32][N:33]1[CH:40]=[C:39]([CH:41]([N:44]=[N+:45]=[N-:46])[CH2:42]Br)[C:37](=[O:38])[NH:36][C:34]1=[O:35]. Product: [OH:28][CH2:29][CH2:30][O:31][CH2:32][N:33]1[CH:40]=[C:39]([CH:41]([N:44]=[N+:45]=[N-:46])[CH2:42][Cl:1])[C:37](=[O:38])[NH:36][C:34]1=[O:35]. The catalyst class is: 149. (6) Reactant: [CH3:1][C:2]1[CH2:3][C@@H:4]2[C@H:7]([CH:8]=1)[C@@:6]([CH2:13][C:14]([O:16][C:17]([CH3:20])([CH3:19])[CH3:18])=[O:15])([CH2:9][N+:10]([O-])=O)[CH2:5]2.[Cl-].[NH4+]. Product: [NH2:10][CH2:9][C@@:6]1([CH2:13][C:14]([O:16][C:17]([CH3:20])([CH3:19])[CH3:18])=[O:15])[CH2:5][C@H:4]2[C@@H:7]1[CH:8]=[C:2]([CH3:1])[CH2:3]2. The catalyst class is: 190.